Dataset: Peptide-MHC class I binding affinity with 185,985 pairs from IEDB/IMGT. Task: Regression. Given a peptide amino acid sequence and an MHC pseudo amino acid sequence, predict their binding affinity value. This is MHC class I binding data. The peptide sequence is DSVKSILKWH. The MHC is HLA-A11:01 with pseudo-sequence HLA-A11:01. The binding affinity (normalized) is 0.